Dataset: Full USPTO retrosynthesis dataset with 1.9M reactions from patents (1976-2016). Task: Predict the reactants needed to synthesize the given product. (1) Given the product [Br:50][C:3]1[C:4]([CH2:36][CH2:37][CH2:38][CH2:39][CH2:40][CH2:41][CH2:42][CH2:43][CH2:44][CH2:45][CH2:46][CH2:47][CH2:48][CH3:49])=[C:5]([C:7]2[S:8][C:9]3[N:10]=[C:11]([C:15]4[S:16][CH:17]=[C:18]([Br:34])[C:19]=4[CH2:20][CH2:21][CH2:22][CH2:23][CH2:24][CH2:25][CH2:26][CH2:27][CH2:28][CH2:29][CH2:30][CH2:31][CH2:32][CH3:33])[S:12][C:13]=3[N:14]=2)[S:6][CH:2]=1, predict the reactants needed to synthesize it. The reactants are: Br[C:2]1[S:6][C:5]([C:7]2[S:8][C:9]3[N:10]=[C:11]([C:15]4[S:16][C:17](Br)=[C:18]([Br:34])[C:19]=4[CH2:20][CH2:21][CH2:22][CH2:23][CH2:24][CH2:25][CH2:26][CH2:27][CH2:28][CH2:29][CH2:30][CH2:31][CH2:32][CH3:33])[S:12][C:13]=3[N:14]=2)=[C:4]([CH2:36][CH2:37][CH2:38][CH2:39][CH2:40][CH2:41][CH2:42][CH2:43][CH2:44][CH2:45][CH2:46][CH2:47][CH2:48][CH3:49])[C:3]=1[Br:50].Cl.C(O)(=O)C.C(O)C. (2) Given the product [ClH:33].[ClH:33].[CH3:30][S:27]([C:24]1[CH:25]=[CH:26][C:21]([C:10]2[S:11][C:12]([C:13]3[CH:18]=[CH:17][N:16]=[C:15]([CH2:19][N:35]4[CH2:39][CH2:38][CH2:37][CH2:36]4)[CH:14]=3)=[C:8]([C:4]3[CH:5]=[CH:6][CH:7]=[C:2]([CH3:1])[CH:3]=3)[N:9]=2)=[CH:22][CH:23]=1)(=[O:28])=[O:29], predict the reactants needed to synthesize it. The reactants are: [CH3:1][C:2]1[CH:3]=[C:4]([C:8]2[N:9]=[C:10]([C:21]3[CH:26]=[CH:25][C:24]([S:27]([CH3:30])(=[O:29])=[O:28])=[CH:23][CH:22]=3)[S:11][C:12]=2[C:13]2[CH:18]=[CH:17][N:16]=[C:15]([CH2:19]O)[CH:14]=2)[CH:5]=[CH:6][CH:7]=1.S(Cl)([Cl:33])=O.[NH:35]1[CH2:39][CH2:38][CH2:37][CH2:36]1.C(=O)([O-])[O-].[K+].[K+].C(=O)([O-])O.[Na+]. (3) The reactants are: [C:1]12[CH:24]=[C:22]3[N:23]=[C:19]([CH:20]=[CH:21]3)[CH:18]=[C:16]3[NH:17][C:13]([CH:14]=[CH:15]3)=[CH:12][C:10]3=[N:11][C:7]([CH:8]=[CH:9]3)=[CH:6][C:4]([NH:5]1)=[CH:3][CH:2]=2. Given the product [C:1]12[CH:24]=[C:22]3[N:23]=[C:19]([CH:20]=[CH:21]3)[CH:18]=[C:16]3[NH:17][C:13]([CH:14]=[CH:15]3)=[CH:12][C:10]3=[N:11][C:7]([CH:8]=[CH:9]3)=[CH:6][C:4]([NH:5]1)=[CH:3][CH:2]=2.[CH:14]1[C:13]2[C:7]3=[C:8]4[C:9](=[CH:10][CH:12]=2)[CH:1]=[CH:24][CH:22]=[C:21]4[CH:20]=[CH:19][C:18]3=[CH:16][CH:15]=1, predict the reactants needed to synthesize it. (4) Given the product [OH:27][B:20]1[C:19]2[CH:28]=[C:15]([O:14][CH:11]3[CH2:10][CH2:9][NH:8][CH2:13][CH2:12]3)[CH:16]=[CH:17][C:18]=2[CH:22]([CH2:23][C:24]([OH:26])=[O:25])[O:21]1, predict the reactants needed to synthesize it. The reactants are: C(OC([N:8]1[CH2:13][CH2:12][CH:11]([O:14][C:15]2[CH:16]=[CH:17][C:18]3[CH:22]([CH2:23][C:24]([OH:26])=[O:25])[O:21][B:20]([OH:27])[C:19]=3[CH:28]=2)[CH2:10][CH2:9]1)=O)(C)(C)C.Cl. (5) Given the product [NH:1]1[C:5]2[CH:6]=[CH:7][C:8]([N:10]3[CH:22]([C:21]4[CH:24]=[CH:25][C:18]([N:15]5[CH2:16][CH2:17][N:12]([CH3:11])[CH2:13][CH2:14]5)=[CH:19][CH:20]=4)[C:28](=[O:29])[CH2:27][C:26]3=[O:31])=[CH:9][C:4]=2[N:3]=[CH:2]1, predict the reactants needed to synthesize it. The reactants are: [NH:1]1[C:5]2[CH:6]=[CH:7][C:8]([NH2:10])=[CH:9][C:4]=2[N:3]=[CH:2]1.[CH3:11][N:12]1[CH2:17][CH2:16][N:15]([C:18]2[CH:25]=[CH:24][C:21]([CH:22]=O)=[CH:20][CH:19]=2)[CH2:14][CH2:13]1.[C:26](OC(C)(C)C)(=[O:31])[CH2:27][C:28]([O-])=[O:29].C(=O)(OC)OC(C)(C)C[N+]#[C-].CC(C)([O-])C.[Na+]. (6) Given the product [Cl:22][C:16]1[C:15]([C:13]([N:12]([C:23]2[CH:24]=[CH:25][C:26]([O:29][CH2:30][C:31]([CH3:36])([CH3:37])[C:32]([O:34][CH3:35])=[O:33])=[N:27][CH:28]=2)[CH2:11][CH2:10][OH:9])=[O:14])=[C:20]([Cl:21])[N:19]=[CH:18][N:17]=1, predict the reactants needed to synthesize it. The reactants are: Cl.[Si]([O:9][CH2:10][CH2:11][N:12]([C:23]1[CH:24]=[CH:25][C:26]([O:29][CH2:30][C:31]([CH3:37])([CH3:36])[C:32]([O:34][CH3:35])=[O:33])=[N:27][CH:28]=1)[C:13]([C:15]1[C:16]([Cl:22])=[N:17][CH:18]=[N:19][C:20]=1[Cl:21])=[O:14])(C(C)(C)C)(C)C. (7) The reactants are: Br[CH2:2][C:3]1[CH:4]=[C:5]([CH:10]=[CH:11][CH:12]=1)[C:6]([O:8][CH3:9])=[O:7].[C:13]([N:17]1[C:21](=[O:22])[C:20]([NH:23][CH:24]2[CH2:29][CH2:28][NH:27][CH2:26][CH2:25]2)=[C:19]([C:30]2[CH:35]=[CH:34][CH:33]=[CH:32][CH:31]=2)[S:18]1(=[O:37])=[O:36])([CH3:16])([CH3:15])[CH3:14]. Given the product [C:13]([N:17]1[C:21](=[O:22])[C:20]([NH:23][CH:24]2[CH2:29][CH2:28][N:27]([CH2:2][C:3]3[CH:4]=[C:5]([CH:10]=[CH:11][CH:12]=3)[C:6]([O:8][CH3:9])=[O:7])[CH2:26][CH2:25]2)=[C:19]([C:30]2[CH:31]=[CH:32][CH:33]=[CH:34][CH:35]=2)[S:18]1(=[O:37])=[O:36])([CH3:16])([CH3:14])[CH3:15], predict the reactants needed to synthesize it.